Dataset: Peptide-MHC class I binding affinity with 185,985 pairs from IEDB/IMGT. Task: Regression. Given a peptide amino acid sequence and an MHC pseudo amino acid sequence, predict their binding affinity value. This is MHC class I binding data. (1) The peptide sequence is QLVFGIELMEV. The MHC is HLA-A02:02 with pseudo-sequence HLA-A02:02. The binding affinity (normalized) is 0.602. (2) The peptide sequence is KAFSPEVIPMF. The MHC is HLA-B58:02 with pseudo-sequence HLA-B58:02. The binding affinity (normalized) is 0.476. (3) The binding affinity (normalized) is 0. The MHC is Mamu-B08 with pseudo-sequence Mamu-B08. The peptide sequence is HPQPAPQQGQL. (4) The peptide sequence is LVMAPRTVL. The MHC is HLA-A02:01 with pseudo-sequence HLA-A02:01. The binding affinity (normalized) is 0.0218. (5) The peptide sequence is RSNAALGAIF. The MHC is HLA-A30:02 with pseudo-sequence HLA-A30:02. The binding affinity (normalized) is 0.248.